This data is from CYP2D6 inhibition data for predicting drug metabolism from PubChem BioAssay. The task is: Regression/Classification. Given a drug SMILES string, predict its absorption, distribution, metabolism, or excretion properties. Task type varies by dataset: regression for continuous measurements (e.g., permeability, clearance, half-life) or binary classification for categorical outcomes (e.g., BBB penetration, CYP inhibition). Dataset: cyp2d6_veith. (1) The compound is CCOc1c2ccc(C(=O)NCc3ccc(C)cc3)cc2nn1CC. The result is 0 (non-inhibitor). (2) The drug is COc1ccc(-c2ccc(=N)n(CCCC(=O)O)n2)cc1. The result is 1 (inhibitor). (3) The drug is CCCCCc1nnc(NC(=O)C(=O)OCC)s1. The result is 0 (non-inhibitor). (4) The drug is COc1c(F)c(F)c(C(=O)O)c(Nc2ccccc2C)c1F. The result is 0 (non-inhibitor). (5) The molecule is OC[C@@H]1O[C@@H](c2nc3cc(Cl)c(Cl)cc3[nH]2)[C@H](O)[C@@H]1O. The result is 0 (non-inhibitor). (6) The drug is CCCCN(C)S(=O)(=O)c1ccc(C(=O)Nc2nnc(CSC)o2)cc1. The result is 0 (non-inhibitor). (7) The drug is CS(=O)(=O)O.CSc1ccc2c(c1)[C@H](N1CCN(C)CC1)Cc1ccccc1S2. The result is 1 (inhibitor). (8) The result is 0 (non-inhibitor). The drug is O=c1c(-c2cc(F)cc(F)c2)nc2cncnc2n1-c1ccccc1. (9) The compound is Nc1ncnc2c1ncn2C[C@@H](O)C(=O)O. The result is 0 (non-inhibitor).